Dataset: Reaction yield outcomes from USPTO patents with 853,638 reactions. Task: Predict the reaction yield, written as a fraction of the theoretical maximum amount of product (1.0 means a 100% yield; for example, 0.34 means a 34% yield). (1) The reactants are [C:1]([C:3]1[NH:4][CH:5]=[C:6]([C:8]#[N:9])[CH:7]=1)#[N:2].[H-].[Na+].C[N:13](C=O)C. No catalyst specified. The product is [NH2:13][N:4]1[CH:5]=[C:6]([C:8]#[N:9])[CH:7]=[C:3]1[C:1]#[N:2]. The yield is 0.590. (2) The reactants are [F:1][C:2]1[CH:3]=[C:4]2[C:8](=[CH:9][CH:10]=1)[NH:7][C:6](=[O:11])[C:5]2=[N:12][N:13]=[CH:14][C:15]1[CH:23]=[CH:22][C:18]([C:19](O)=[O:20])=[CH:17][CH:16]=1.Cl.C(N=C=NCCCN(C)C)C.OC1C2N=NNC=2C=CC=1.C(N(CC)CC)C.Cl.[CH3:54][O:55][C:56](=[O:65])[CH2:57][CH2:58][CH2:59][CH2:60][CH2:61][CH2:62][CH2:63][NH2:64]. The catalyst is [Cl-].[Na+].O.CN(C=O)C. The product is [CH3:54][O:55][C:56](=[O:65])[CH2:57][CH2:58][CH2:59][CH2:60][CH2:61][CH2:62][CH2:63][NH:64][C:19](=[O:20])[C:18]1[CH:22]=[CH:23][C:15]([CH:14]=[N:13][N:12]=[C:5]2[C:4]3[C:8](=[CH:9][CH:10]=[C:2]([F:1])[CH:3]=3)[NH:7][C:6]2=[O:11])=[CH:16][CH:17]=1. The yield is 0.620. (3) The reactants are [N:1]1[CH:6]=[CH:5][CH:4]=[CH:3][C:2]=1[CH2:7][O:8][C:9]1[CH:10]=[C:11]([CH:14]=[CH:15][CH:16]=1)[CH:12]=O.[N+:17]([CH3:20])([O-:19])=[O:18].C([O-])(=O)C.[NH4+]. The catalyst is C(O)(=O)C. The product is [N+:17](/[CH:20]=[CH:12]/[C:11]1[CH:10]=[C:9]([CH:16]=[CH:15][CH:14]=1)[O:8][CH2:7][C:2]1[CH:3]=[CH:4][CH:5]=[CH:6][N:1]=1)([O-:19])=[O:18]. The yield is 0.710.